This data is from Catalyst prediction with 721,799 reactions and 888 catalyst types from USPTO. The task is: Predict which catalyst facilitates the given reaction. (1) Reactant: [O:1]=[C:2]1[CH2:5][N:4]([C:6]([O:8][C:9]([CH3:12])([CH3:11])[CH3:10])=[O:7])[CH2:3]1.[CH2:13]1COCC1.C[Mg]Br.C1COCC1.O. Product: [OH:1][C:2]1([CH3:13])[CH2:5][N:4]([C:6]([O:8][C:9]([CH3:12])([CH3:11])[CH3:10])=[O:7])[CH2:3]1. The catalyst class is: 25. (2) Reactant: [H-].[Na+].[Si:3]([O:10][CH2:11][C@@H:12]([NH:14][C:15](=[O:21])[O:16][C:17]([CH3:20])([CH3:19])[CH3:18])[CH3:13])([C:6]([CH3:9])([CH3:8])[CH3:7])([CH3:5])[CH3:4].[CH3:22]I. Product: [Si:3]([O:10][CH2:11][C@@H:12]([N:14]([CH3:22])[C:15](=[O:21])[O:16][C:17]([CH3:20])([CH3:19])[CH3:18])[CH3:13])([C:6]([CH3:9])([CH3:7])[CH3:8])([CH3:5])[CH3:4]. The catalyst class is: 3. (3) Reactant: [Li+].C[Si]([N-][Si](C)(C)C)(C)C.[C:11]1([NH2:17])[CH:16]=[CH:15][CH:14]=[CH:13][CH:12]=1.F[C:19]1[CH:24]=[C:23]([F:25])[CH:22]=[CH:21][C:20]=1[N+:26]([O-:28])=[O:27].[NH4+].[Cl-]. Product: [F:25][C:23]1[CH:22]=[CH:21][C:20]([N+:26]([O-:28])=[O:27])=[C:19]([NH:17][C:11]2[CH:16]=[CH:15][CH:14]=[CH:13][CH:12]=2)[CH:24]=1. The catalyst class is: 1. (4) Reactant: [Cl-].O[NH3+:3].[C:4](=[O:7])([O-])[OH:5].[Na+].CS(C)=O.[F:13][C:14]1[CH:15]=[C:16]([C:44]2[C:45]([C:50]#[N:51])=[CH:46][CH:47]=[CH:48][CH:49]=2)[CH:17]=[CH:18][C:19]=1[CH2:20][C:21]1[C:26](=[O:27])[N:25]([C:28]2[CH:33]=[CH:32][C:31]([O:34][C:35]([CH3:39])([CH3:38])[CH2:36][OH:37])=[CH:30][CH:29]=2)[C:24]([CH3:40])=[N:23][C:22]=1[CH2:41][CH2:42][CH3:43]. Product: [F:13][C:14]1[CH:15]=[C:16]([C:44]2[CH:49]=[CH:48][CH:47]=[CH:46][C:45]=2[C:50]2[NH:3][C:4](=[O:7])[O:5][N:51]=2)[CH:17]=[CH:18][C:19]=1[CH2:20][C:21]1[C:26](=[O:27])[N:25]([C:28]2[CH:33]=[CH:32][C:31]([O:34][C:35]([CH3:38])([CH3:39])[CH2:36][OH:37])=[CH:30][CH:29]=2)[C:24]([CH3:40])=[N:23][C:22]=1[CH2:41][CH2:42][CH3:43]. The catalyst class is: 69.